From a dataset of NCI-60 drug combinations with 297,098 pairs across 59 cell lines. Regression. Given two drug SMILES strings and cell line genomic features, predict the synergy score measuring deviation from expected non-interaction effect. (1) Drug 1: C1CCN(CC1)CCOC2=CC=C(C=C2)C(=O)C3=C(SC4=C3C=CC(=C4)O)C5=CC=C(C=C5)O. Drug 2: C1=NC2=C(N1)C(=S)N=CN2. Cell line: OVCAR-8. Synergy scores: CSS=-6.39, Synergy_ZIP=1.25, Synergy_Bliss=-2.15, Synergy_Loewe=-5.03, Synergy_HSA=-5.24. (2) Drug 1: CC12CCC3C(C1CCC2O)C(CC4=C3C=CC(=C4)O)CCCCCCCCCS(=O)CCCC(C(F)(F)F)(F)F. Drug 2: COC1=C2C(=CC3=C1OC=C3)C=CC(=O)O2. Cell line: HCT116. Synergy scores: CSS=3.79, Synergy_ZIP=2.49, Synergy_Bliss=7.31, Synergy_Loewe=5.82, Synergy_HSA=3.04. (3) Drug 1: CN(C(=O)NC(C=O)C(C(C(CO)O)O)O)N=O. Drug 2: B(C(CC(C)C)NC(=O)C(CC1=CC=CC=C1)NC(=O)C2=NC=CN=C2)(O)O. Cell line: NCI/ADR-RES. Synergy scores: CSS=19.3, Synergy_ZIP=4.77, Synergy_Bliss=3.52, Synergy_Loewe=-35.9, Synergy_HSA=-0.749.